This data is from Catalyst prediction with 721,799 reactions and 888 catalyst types from USPTO. The task is: Predict which catalyst facilitates the given reaction. Reactant: [F:1][CH:2]([F:5])[CH2:3]Br.[Cl:6][C:7]1[N:12]=[CH:11][C:10]([CH2:13][NH2:14])=[CH:9][CH:8]=1.C(N(CC)CC)C. Product: [Cl:6][C:7]1[N:12]=[CH:11][C:10]([CH2:13][NH:14][CH2:3][CH:2]([F:5])[F:1])=[CH:9][CH:8]=1. The catalyst class is: 60.